From a dataset of Reaction yield outcomes from USPTO patents with 853,638 reactions. Predict the reaction yield, written as a fraction of the theoretical maximum amount of product (1.0 means a 100% yield; for example, 0.34 means a 34% yield). (1) The reactants are CC(C)([O-])C.[K+].[CH:7]([C:9]1[C:13]([CH3:14])=[C:12]([CH3:15])[NH:11][C:10]=1[C:16]([O:18][CH3:19])=[O:17])=[O:8].[CH3:20][C@H:21]1[CH2:23][C@@H:22]1[CH2:24]Br. The catalyst is O1CCCC1.C1OCCOCCOCCOCCOCCOC1.CC(C)([O-])C.[K+].C[C@H]1C[C@@H]1CBr. The product is [CH:7]([C:9]1[C:13]([CH3:14])=[C:12]([CH3:15])[N:11]([CH2:20][C@H:21]2[CH2:23][C@@H:22]2[CH3:24])[C:10]=1[C:16]([O:18][CH3:19])=[O:17])=[O:8]. The yield is 1.00. (2) The reactants are [F:1][C:2]1[CH:7]=[CH:6][CH:5]=[C:4]([F:8])[C:3]=1[CH3:9].[N+:10]([O-])([OH:12])=[O:11]. The catalyst is OS(O)(=O)=O. The product is [F:1][C:2]1[CH:7]=[CH:6][C:5]([N+:10]([O-:12])=[O:11])=[C:4]([F:8])[C:3]=1[CH3:9]. The yield is 0.780. (3) The reactants are N[C:2]1[CH:3]=[CH:4][C:5]([C:8]#[N:9])=[N:6][CH:7]=1.N([O-])=O.[Na+].[S:14]([Cl:17])(Cl)=[O:15].[OH2:18]. The yield is 0.735. The product is [C:8]([C:5]1[N:6]=[CH:7][C:2]([S:14]([Cl:17])(=[O:15])=[O:18])=[CH:3][CH:4]=1)#[N:9]. The catalyst is Cl.O. (4) The reactants are [C:1]([N:4]1[CH2:12][CH2:11][CH:7]([C:8](O)=[O:9])[CH2:6][CH2:5]1)(=[O:3])[CH3:2].O=S(Cl)[Cl:15]. No catalyst specified. The yield is 0.970. The product is [C:1]([N:4]1[CH2:12][CH2:11][CH:7]([C:8]([Cl:15])=[O:9])[CH2:6][CH2:5]1)(=[O:3])[CH3:2]. (5) The reactants are [Cl:1][C:2]1[CH:19]=[CH:18][C:17]([C:20]2[CH:25]=[CH:24][CH:23]=[C:22]([F:26])[CH:21]=2)=[CH:16][C:3]=1[C:4]([NH:6][C:7]1[C:12]([F:13])=[CH:11][CH:10]=[C:9]([OH:14])[C:8]=1[F:15])=O. The catalyst is C1COCC1. The product is [Cl:1][C:2]1[CH:19]=[CH:18][C:17]([C:20]2[CH:25]=[CH:24][CH:23]=[C:22]([F:26])[CH:21]=2)=[CH:16][C:3]=1[CH2:4][NH:6][C:7]1[C:8]([F:15])=[C:9]([OH:14])[CH:10]=[CH:11][C:12]=1[F:13]. The yield is 0.890.